From a dataset of Catalyst prediction with 721,799 reactions and 888 catalyst types from USPTO. Predict which catalyst facilitates the given reaction. (1) Reactant: [F:1][C:2]([F:16])([O:6][C:7]1[CH:8]=[C:9]([CH:13]=[CH:14][CH:15]=1)[C:10]([OH:12])=O)[CH:3]([F:5])[F:4].F[P-](F)(F)(F)(F)F.N1(OC(N(C)C)=[N+](C)C)C2N=CC=CC=2N=N1.[NH2:41][C:42]1[CH:43]=[CH:44][C:45]([CH3:64])=[C:46]([CH:63]=1)[O:47][C:48]1[N:53]=[C:52]2[S:54][C:55]([NH:57][C:58]([CH:60]3[CH2:62][CH2:61]3)=[O:59])=[N:56][C:51]2=[CH:50][CH:49]=1.O. Product: [CH:60]1([C:58]([NH:57][C:55]2[S:54][C:52]3[C:51]([N:56]=2)=[CH:50][CH:49]=[C:48]([O:47][C:46]2[CH:63]=[C:42]([NH:41][C:10](=[O:12])[C:9]4[CH:13]=[CH:14][CH:15]=[C:7]([O:6][C:2]([F:1])([F:16])[CH:3]([F:4])[F:5])[CH:8]=4)[CH:43]=[CH:44][C:45]=2[CH3:64])[N:53]=3)=[O:59])[CH2:61][CH2:62]1. The catalyst class is: 17. (2) Product: [ClH:24].[Cl:44][C:38]1[CH:39]=[CH:40][CH:41]=[C:42]([F:43])[C:37]=1[C:35]1[S:34][C:33]2[C:28]([NH:52][C:12]3[CH:13]=[C:8]([NH2:7])[N:9]=[CH:15][N:16]=3)=[N:29][CH:30]=[C:31]([F:45])[C:32]=2[N:36]=1. The catalyst class is: 882. Reactant: C(OC(=O)[NH:7][C:8]1[C:13]2S[C:15](C3C(F)=CC=CC=3[Cl:24])=[N:16][C:12]=2C(F)=C[N:9]=1)(C)(C)C.Br[C:28]1[C:33]2[S:34][C:35]([C:37]3[C:42]([F:43])=[CH:41][CH:40]=[CH:39][C:38]=3[Cl:44])=[N:36][C:32]=2[C:31]([F:45])=[CH:30][N:29]=1.C(OC(=O)[NH2:52])(C)(C)C.CC1(C)C2C(=C(P(C3C=CC=CC=3)C3C=CC=CC=3)C=CC=2)OC2C(P(C3C=CC=CC=3)C3C=CC=CC=3)=CC=CC1=2.[O-]P([O-])([O-])=O.[K+].[K+].[K+].